From a dataset of Reaction yield outcomes from USPTO patents with 853,638 reactions. Predict the reaction yield, written as a fraction of the theoretical maximum amount of product (1.0 means a 100% yield; for example, 0.34 means a 34% yield). (1) The reactants are [CH3:1][O:2][C:3]1[CH:4]=[C:5]2[C:10](=[CH:11][C:12]=1[O:13][CH3:14])[N:9]=[CH:8][CH:7]=[C:6]2[O:15][C:16]1[CH:22]=[CH:21][C:19]([NH2:20])=[C:18]([CH3:23])[C:17]=1[CH3:24].C1(C)C=CC=CC=1.C(N(CC)CC)C.Cl[C:40](Cl)([O:42]C(=O)OC(Cl)(Cl)Cl)Cl.[CH2:51]([O:53][C:54]1[CH:62]=[CH:61][CH:60]=[CH:59][C:55]=1[CH:56]([OH:58])[CH3:57])[CH3:52]. The catalyst is C(Cl)Cl. The product is [CH3:1][O:2][C:3]1[CH:4]=[C:5]2[C:10](=[CH:11][C:12]=1[O:13][CH3:14])[N:9]=[CH:8][CH:7]=[C:6]2[O:15][C:16]1[CH:22]=[CH:21][C:19]([NH:20][C:40](=[O:42])[O:58][CH:56]([C:55]2[CH:59]=[CH:60][CH:61]=[CH:62][C:54]=2[O:53][CH2:51][CH3:52])[CH3:57])=[C:18]([CH3:23])[C:17]=1[CH3:24]. The yield is 0.580. (2) The reactants are [NH:1]1[C:9]2[C:4](=[CH:5][CH:6]=[CH:7][CH:8]=2)[CH:3]=[C:2]1[C:10](OCC)=[O:11].[H-].[Al+3].[Li+].[H-].[H-].[H-]. The catalyst is C1COCC1. The product is [NH:1]1[C:9]2[C:4](=[CH:5][CH:6]=[CH:7][CH:8]=2)[CH:3]=[C:2]1[CH2:10][OH:11]. The yield is 1.00. (3) The reactants are [Cl:1][C:2]1[C:7]([NH:8][S:9]([C:12]2[CH:17]=[CH:16][CH:15]=[C:14]([O:18][CH:19]([F:21])[F:20])[CH:13]=2)(=[O:11])=[O:10])=[CH:6][C:5](B2OC(C)(C)C(C)(C)O2)=[CH:4][N:3]=1.Cl[C:32]1[CH:33]=[CH:34][C:35]2[N:36]([CH:38]=[C:39]([NH:41][C:42](=[O:44])[CH3:43])[N:40]=2)[N:37]=1.C(=O)([O-])[O-].[Na+].[Na+].O1CCOCC1. The catalyst is [Pd+2].ClC1C=C[C-](P(C2C=CC=CC=2)C2C=CC=CC=2)C=1Cl.[C-]1(P(C2C=CC=CC=2)C2C=CC=CC=2)C=CC=C1.[Fe+2].O. The product is [Cl:1][C:2]1[N:3]=[CH:4][C:5]([C:32]2[CH:33]=[CH:34][C:35]3[N:36]([CH:38]=[C:39]([NH:41][C:42](=[O:44])[CH3:43])[N:40]=3)[N:37]=2)=[CH:6][C:7]=1[NH:8][S:9]([C:12]1[CH:17]=[CH:16][CH:15]=[C:14]([O:18][CH:19]([F:20])[F:21])[CH:13]=1)(=[O:10])=[O:11]. The yield is 0.828.